This data is from Catalyst prediction with 721,799 reactions and 888 catalyst types from USPTO. The task is: Predict which catalyst facilitates the given reaction. Reactant: C(N(CC)CC)C.[C:8]([O:11][C:12]1[CH:13]=[C:14]([CH:18]=[C:19]([O:21][C:22](=[O:24])[CH3:23])[CH:20]=1)[C:15]([OH:17])=O)(=[O:10])[CH3:9].CS(Cl)(=O)=O.[NH2:30][C:31]1[CH:36]=[CH:35][C:34]([OH:37])=[CH:33][CH:32]=1. Product: [C:22]([O:21][C:19]1[CH:18]=[C:14]([C:15](=[O:17])[NH:30][C:31]2[CH:36]=[CH:35][C:34]([OH:37])=[CH:33][CH:32]=2)[CH:13]=[C:12]([O:11][C:8](=[O:10])[CH3:9])[CH:20]=1)(=[O:24])[CH3:23]. The catalyst class is: 1.